This data is from Full USPTO retrosynthesis dataset with 1.9M reactions from patents (1976-2016). The task is: Predict the reactants needed to synthesize the given product. (1) The reactants are: [CH2:1]([N:8]1[C:17](=[O:18])[C:16]2[C:11](=[CH:12][C:13]([Cl:19])=[CH:14][CH:15]=2)[N:10]([C:20]([CH:22]2[CH2:26][CH2:25][CH2:24][NH:23]2)=O)C1)[C:2]1[CH:7]=[CH:6][CH:5]=[CH:4][CH:3]=1.[C:27]1([CH3:35])[CH:32]=[CH:31][C:30]([CH:33]=O)=[CH:29][CH:28]=1. Given the product [CH2:1]([N:8]1[C:17](=[O:18])[C:16]2[C:11](=[CH:12][C:13]([Cl:19])=[CH:14][CH:15]=2)[N:10]=[C:20]1[CH:22]1[CH2:26][CH2:25][CH2:24][N:23]1[CH2:33][C:30]1[CH:31]=[CH:32][C:27]([CH3:35])=[CH:28][CH:29]=1)[C:2]1[CH:7]=[CH:6][CH:5]=[CH:4][CH:3]=1, predict the reactants needed to synthesize it. (2) Given the product [Cl:25][C:8]1[C:7]([CH3:26])=[C:6]([C:27](=[O:29])[CH3:28])[C:5]([O:4][CH2:3][CH2:2][N:34]2[CH2:35][C:32]([F:36])([F:31])[CH2:33]2)=[C:10]([O:11][CH2:12][CH2:13][CH:14]([C:16]2[CH:21]=[CH:20][C:19]([F:22])=[CH:18][CH:17]=2)[CH3:15])[C:9]=1[O:23][CH3:24], predict the reactants needed to synthesize it. The reactants are: Br[CH2:2][CH2:3][O:4][C:5]1[C:10]([O:11][CH2:12][CH2:13][CH:14]([C:16]2[CH:21]=[CH:20][C:19]([F:22])=[CH:18][CH:17]=2)[CH3:15])=[C:9]([O:23][CH3:24])[C:8]([Cl:25])=[C:7]([CH3:26])[C:6]=1[C:27](=[O:29])[CH3:28].Cl.[F:31][C:32]1([F:36])[CH2:35][NH:34][CH2:33]1. (3) Given the product [C:29]1([CH2:28][CH2:27][CH:17]([CH2:18][C:19]2([C:24]([NH:42][C:43]3[CH:44]=[N:45][CH:46]=[CH:47][CH:48]=3)=[O:25])[CH2:23][CH2:22][CH2:21][CH2:20]2)[C:15]([O:14][CH2:7][C:8]2[CH:13]=[CH:12][CH:11]=[CH:10][CH:9]=2)=[O:16])[CH:30]=[CH:31][CH:32]=[CH:33][CH:34]=1, predict the reactants needed to synthesize it. The reactants are: C(Cl)(=O)C(Cl)=O.[CH2:7]([O:14][C:15]([CH:17]([CH2:27][CH2:28][C:29]1[CH:34]=[CH:33][CH:32]=[CH:31][CH:30]=1)[CH2:18][C:19]1([C:24](O)=[O:25])[CH2:23][CH2:22][CH2:21][CH2:20]1)=[O:16])[C:8]1[CH:13]=[CH:12][CH:11]=[CH:10][CH:9]=1.C(N(CC)CC)C.[NH2:42][C:43]1[CH:44]=[N:45][CH:46]=[CH:47][CH:48]=1. (4) Given the product [CH3:12][O:11][N:9]([CH3:10])[C:7]([C:6]1[C:2]([NH:24][CH3:23])=[N:3][N:4]([CH2:13][C:14]2[CH:19]=[CH:18][C:17]([O:20][CH3:21])=[CH:16][CH:15]=2)[CH:5]=1)=[O:8], predict the reactants needed to synthesize it. The reactants are: Cl[C:2]1[C:6]([C:7]([N:9]([O:11][CH3:12])[CH3:10])=[O:8])=[CH:5][N:4]([CH2:13][C:14]2[CH:19]=[CH:18][C:17]([O:20][CH3:21])=[CH:16][CH:15]=2)[N:3]=1.O.[CH3:23][NH2:24]. (5) Given the product [CH2:45]([S:42]([C:39]1[CH:40]=[CH:41][C:36]([CH2:35][N:7]2[C:8]3=[N:9][CH:10]=[CH:11][CH:12]=[C:13]3[C:5]([CH2:4][C:3]([OH:2])=[O:15])=[C:6]2[CH3:14])=[C:37]([C:47]([F:49])([F:48])[F:50])[CH:38]=1)(=[O:43])=[O:44])[CH3:46], predict the reactants needed to synthesize it. The reactants are: C[O:2][C:3](=[O:15])[CH2:4][C:5]1[C:13]2[C:8](=[N:9][CH:10]=[CH:11][CH:12]=2)[NH:7][C:6]=1[CH3:14].CCN(P1(N(C)CCCN1C)=NC(C)(C)C)CC.Br[CH2:35][C:36]1[CH:41]=[CH:40][C:39]([S:42]([CH2:45][CH3:46])(=[O:44])=[O:43])=[CH:38][C:37]=1[C:47]([F:50])([F:49])[F:48].